This data is from Forward reaction prediction with 1.9M reactions from USPTO patents (1976-2016). The task is: Predict the product of the given reaction. (1) Given the reactants Br[C:2]1[CH:3]=[C:4]([S:10]([NH:13][C:14]2[CH:15]=[N:16][CH:17]=[C:18]([Cl:21])[C:19]=2[OH:20])(=[O:12])=[O:11])[CH:5]=[N:6][C:7]=1[O:8][CH3:9].[Cu][C:23]#[N:24], predict the reaction product. The product is: [Cl:21][C:18]1[C:19]([OH:20])=[C:14]([NH:13][S:10]([C:4]2[CH:5]=[N:6][C:7]([O:8][CH3:9])=[C:2]([C:23]#[N:24])[CH:3]=2)(=[O:12])=[O:11])[CH:15]=[N:16][CH:17]=1. (2) Given the reactants [Cl-].[NH2:2][CH2:3][C:4]1([C:16]2[CH:21]=[CH:20][C:19]([Br:22])=[CH:18][CH:17]=2)[C:12]2[C:7](=[CH:8][CH:9]=[CH:10][CH:11]=2)[C:6]2=[NH+:13][CH:14]=[CH:15][N:5]12.C1C=NC2N(O)N=NC=2C=1.CCN(C(C)C)C(C)C.[CH:42]1([C:48](O)=[O:49])[CH2:47][CH2:46][CH2:45][CH2:44][CH2:43]1, predict the reaction product. The product is: [Br:22][C:19]1[CH:20]=[CH:21][C:16]([C:4]2([CH2:3][NH:2][C:48]([CH:42]3[CH2:47][CH2:46][CH2:45][CH2:44][CH2:43]3)=[O:49])[C:12]3[C:7](=[CH:8][CH:9]=[CH:10][CH:11]=3)[C:6]3=[N:13][CH:14]=[CH:15][N:5]23)=[CH:17][CH:18]=1. (3) Given the reactants [Cl:1][C:2]1[CH:10]=[C:9]2[C:5]([C:6]([C:20]#[N:21])=[C:7]([C:12]3[CH:13]=[N:14][CH:15]=[C:16]([CH:18]=O)[CH:17]=3)[N:8]2[CH3:11])=[CH:4][CH:3]=1.[C:22]([O:26][C:27]([N:29]1[CH2:33][CH2:32][C@H:31]([NH2:34])[CH2:30]1)=[O:28])([CH3:25])([CH3:24])[CH3:23], predict the reaction product. The product is: [C:22]([O:26][C:27]([N:29]1[CH2:33][CH2:32][C@H:31]([NH:34][CH2:18][C:16]2[CH:15]=[N:14][CH:13]=[C:12]([C:7]3[N:8]([CH3:11])[C:9]4[C:5]([C:6]=3[C:20]#[N:21])=[CH:4][CH:3]=[C:2]([Cl:1])[CH:10]=4)[CH:17]=2)[CH2:30]1)=[O:28])([CH3:25])([CH3:23])[CH3:24]. (4) Given the reactants [CH:1]1([C:11]([O:13]C)=[O:12])[CH2:6][CH2:5][CH2:4][CH2:3][CH:2]1[C:7]([O:9][CH3:10])=[O:8].[OH-].[Na+], predict the reaction product. The product is: [CH3:10][O:9][C:7]([C@H:2]1[CH2:3][CH2:4][CH2:5][CH2:6][C@H:1]1[C:11]([OH:13])=[O:12])=[O:8]. (5) Given the reactants [NH2:1][C:2]1[CH:3]=[CH:4][C:5]([N+:12]([O-:14])=[O:13])=[C:6]([NH:8]C(=O)C)[CH:7]=1.ClC1C=CC([N+]([O-])=O)=C(C=1)N.[CH3:26][O:27][C:28]([C:30]1(OC)[CH2:34][CH2:33][CH:32](OC)O1)=[O:29], predict the reaction product. The product is: [CH3:26][O:27][C:28]([C:30]1[N:1]([C:2]2[CH:3]=[CH:4][C:5]([N+:12]([O-:14])=[O:13])=[C:6]([NH2:8])[CH:7]=2)[CH:32]=[CH:33][CH:34]=1)=[O:29]. (6) Given the reactants [CH2:1]([O:8][C:9]1[C:17]([O:18][CH3:19])=[CH:16][C:12]([C:13]([OH:15])=O)=[CH:11][C:10]=1[O:20][CH3:21])[C:2]1[CH:7]=[CH:6][CH:5]=[CH:4][CH:3]=1.[CH3:22][C@@H:23]1[CH2:27][NH:26][C@H:25]([C:28]([OH:30])=[O:29])[CH2:24]1, predict the reaction product. The product is: [CH2:1]([O:8][C:9]1[C:10]([O:20][CH3:21])=[CH:11][C:12]([C:13]([N:26]2[CH2:27][C@@H:23]([CH3:22])[CH2:24][C@H:25]2[C:28]([OH:30])=[O:29])=[O:15])=[CH:16][C:17]=1[O:18][CH3:19])[C:2]1[CH:3]=[CH:4][CH:5]=[CH:6][CH:7]=1. (7) Given the reactants [NH2:1][C:2]1[CH:3]=[C:4]([C:8]#[C:9][C:10]2[CH:11]=[N:12][CH:13]=[C:14]([CH:19]=2)[C:15]([O:17][CH3:18])=[O:16])[CH:5]=[CH:6][CH:7]=1.[Cl:20][C:21]1[CH:22]=[C:23]([CH:27]=[CH:28][C:29]=1[F:30])[C:24](O)=[O:25], predict the reaction product. The product is: [Cl:20][C:21]1[CH:22]=[C:23]([CH:27]=[CH:28][C:29]=1[F:30])[C:24]([NH:1][C:2]1[CH:3]=[C:4]([C:8]#[C:9][C:10]2[CH:11]=[N:12][CH:13]=[C:14]([CH:19]=2)[C:15]([O:17][CH3:18])=[O:16])[CH:5]=[CH:6][CH:7]=1)=[O:25]. (8) The product is: [Cl:24][C:5]1[CH:4]=[CH:3][C:2]([NH:1][C:31]([C:30]2[N:26]([CH3:25])[N:27]=[C:28]([CH3:34])[CH:29]=2)=[O:32])=[CH:23][C:6]=1[O:7][C:8]1[CH:9]=[CH:10][C:11]2[N:12]([CH:14]=[C:15]([NH:17][C:18]([CH:20]3[CH2:21][CH2:22]3)=[O:19])[N:16]=2)[N:13]=1. Given the reactants [NH2:1][C:2]1[CH:3]=[CH:4][C:5]([Cl:24])=[C:6]([CH:23]=1)[O:7][C:8]1[CH:9]=[CH:10][C:11]2[N:12]([CH:14]=[C:15]([NH:17][C:18]([CH:20]3[CH2:22][CH2:21]3)=[O:19])[N:16]=2)[N:13]=1.[CH3:25][N:26]1[C:30]([C:31](Cl)=[O:32])=[CH:29][C:28]([CH3:34])=[N:27]1.C(N(CC)CC)C, predict the reaction product. (9) Given the reactants [NH2:1][C:2]1[CH:7]=[CH:6][C:5]([C:8]([N:10]2[CH2:15][CH2:14][N:13]([CH3:16])[CH2:12][CH2:11]2)=O)=[C:4]([C:17]([F:20])([F:19])[F:18])[CH:3]=1.B.C1COCC1.Cl.O, predict the reaction product. The product is: [CH3:16][N:13]1[CH2:14][CH2:15][N:10]([CH2:8][C:5]2[CH:6]=[CH:7][C:2]([NH2:1])=[CH:3][C:4]=2[C:17]([F:20])([F:18])[F:19])[CH2:11][CH2:12]1. (10) Given the reactants C[O:2][C:3](=[O:27])[CH2:4][C:5]1[C:14]([CH3:15])=[C:13]([C:16]2[CH:21]=[CH:20][C:19]([S:22]([CH3:25])(=[O:24])=[O:23])=[CH:18][CH:17]=2)[C:12]2[C:7](=[CH:8][CH:9]=[C:10]([F:26])[CH:11]=2)[CH:6]=1.O.[OH-].[Li+].Cl, predict the reaction product. The product is: [F:26][C:10]1[CH:11]=[C:12]2[C:7](=[CH:8][CH:9]=1)[CH:6]=[C:5]([CH2:4][C:3]([OH:27])=[O:2])[C:14]([CH3:15])=[C:13]2[C:16]1[CH:21]=[CH:20][C:19]([S:22]([CH3:25])(=[O:24])=[O:23])=[CH:18][CH:17]=1.